From a dataset of Full USPTO retrosynthesis dataset with 1.9M reactions from patents (1976-2016). Predict the reactants needed to synthesize the given product. (1) Given the product [OH:1][CH2:2][CH:3]([NH:8][C:9]([N:11]1[CH2:16][CH2:15][CH2:14][CH2:13][CH2:12]1)=[O:10])[C:4]([OH:6])=[O:5], predict the reactants needed to synthesize it. The reactants are: [OH:1][CH2:2][CH:3]([NH:8][C:9]([N:11]1[CH2:16][CH2:15][CH2:14][CH2:13][CH2:12]1)=[O:10])[C:4]([O:6]C)=[O:5].[OH-].[Li+]. (2) Given the product [F:1][C:2]1[CH:9]=[CH:8][C:5]([C:6](=[NH:7])[NH:10][OH:11])=[CH:4][CH:3]=1, predict the reactants needed to synthesize it. The reactants are: [F:1][C:2]1[CH:9]=[CH:8][C:5]([C:6]#[N:7])=[CH:4][CH:3]=1.[NH2:10][OH:11].Cl.[OH-].[Na+].CCOC(C)=O.CCCCCC. (3) Given the product [NH2:30][C@H:31]1[CH2:35][CH2:34][N:33]([C:36]([O:38][C:39]([CH3:42])([CH3:41])[CH3:40])=[O:37])[CH2:32]1, predict the reactants needed to synthesize it. The reactants are: N[C@H]1CCNC1.C(OC(OC(OC(C)(C)C)=O)=O)(C)(C)C.[OH-].[K+].NC1CCNC1.[NH2:30][CH:31]1[CH2:35][CH2:34][N:33]([C:36]([O:38][C:39]([CH3:42])([CH3:41])[CH3:40])=[O:37])[CH2:32]1.C(OC(N1CCC(NC(OC(C)(C)C)=O)C1)=O)(C)(C)C. (4) The reactants are: C([O:3][C:4](=[O:40])[C:5]([O:8][C:9]1[CH:14]=[CH:13][C:12]([O:15][CH2:16][C:17]2[C:18]([CH:36]3[CH2:38][CH2:37]3)=[N:19][C:20]([C:26]3[CH:31]=[CH:30][C:29]([C:32]([F:35])([F:34])[F:33])=[CH:28][CH:27]=3)=[N:21][C:22]=2[CH2:23][O:24][CH3:25])=[CH:11][C:10]=1[CH3:39])([CH3:7])[CH3:6])C.[Li+].[OH-]. Given the product [CH:36]1([C:18]2[C:17]([CH2:16][O:15][C:12]3[CH:13]=[CH:14][C:9]([O:8][C:5]([CH3:6])([CH3:7])[C:4]([OH:40])=[O:3])=[C:10]([CH3:39])[CH:11]=3)=[C:22]([CH2:23][O:24][CH3:25])[N:21]=[C:20]([C:26]3[CH:31]=[CH:30][C:29]([C:32]([F:34])([F:35])[F:33])=[CH:28][CH:27]=3)[N:19]=2)[CH2:38][CH2:37]1, predict the reactants needed to synthesize it. (5) Given the product [OH:7][CH2:6][CH:2]1[CH:3]=[CH:4][CH2:5][N:1]1[C:10]([O:12][C:13]([CH3:16])([CH3:15])[CH3:14])=[O:11], predict the reactants needed to synthesize it. The reactants are: [N:1]1([C:10]([O:12][C:13]([CH3:16])([CH3:15])[CH3:14])=[O:11])[CH2:5][CH:4]=[CH:3][CH:2]1[C:6](OC)=[O:7].CC(C[AlH]CC(C)C)C. (6) Given the product [CH3:39][N:2]([CH3:1])[CH2:3][CH2:4][CH2:5][C:6]1[C:14]2[C:9](=[CH:10][CH:11]=[CH:12][C:13]=2[O:15][C:16]2[CH:17]=[C:18]([N:26]3[CH2:27][CH2:28][N:29]([C:32]([O:34][C:35]([CH3:37])([CH3:36])[CH3:38])=[O:33])[CH2:30][CH2:31]3)[CH:19]=[CH:20][C:21]=2[C:22]([O:24][CH3:25])=[O:23])[NH:8][CH:7]=1, predict the reactants needed to synthesize it. The reactants are: [CH3:1][N:2]([CH3:39])[CH2:3]/[CH:4]=[CH:5]/[C:6]1[C:14]2[C:9](=[CH:10][CH:11]=[CH:12][C:13]=2[O:15][C:16]2[CH:17]=[C:18]([N:26]3[CH2:31][CH2:30][N:29]([C:32]([O:34][C:35]([CH3:38])([CH3:37])[CH3:36])=[O:33])[CH2:28][CH2:27]3)[CH:19]=[CH:20][C:21]=2[C:22]([O:24][CH3:25])=[O:23])[NH:8][CH:7]=1.